From a dataset of Reaction yield outcomes from USPTO patents with 853,638 reactions. Predict the reaction yield, written as a fraction of the theoretical maximum amount of product (1.0 means a 100% yield; for example, 0.34 means a 34% yield). The reactants are C(OC([N:8]1[C@@H:12]([CH2:13][CH2:14][C:15]2[CH:20]=[CH:19][C:18]([NH:21][C:22](=[O:30])[C:23]3[CH:28]=[CH:27][C:26]([Cl:29])=[CH:25][CH:24]=3)=[CH:17][CH:16]=2)[CH2:11][O:10]C1(C)C)=O)(C)(C)C.O.FC(F)(F)C(O)=O.[OH-].[Na+]. The product is [NH2:8][C@H:12]([CH2:11][OH:10])[CH2:13][CH2:14][C:15]1[CH:16]=[CH:17][C:18]([NH:21][C:22](=[O:30])[C:23]2[CH:28]=[CH:27][C:26]([Cl:29])=[CH:25][CH:24]=2)=[CH:19][CH:20]=1. The catalyst is C(#N)C. The yield is 0.840.